From a dataset of Full USPTO retrosynthesis dataset with 1.9M reactions from patents (1976-2016). Predict the reactants needed to synthesize the given product. (1) The reactants are: COC(C1CC(=O)[N:7](C2C=CC(O)=CC=2)[CH2:6]1)=O.FC1C=C(F)C=C(F)C=1CBr.C[O:30][C:31]([CH:33]1[CH2:37][C:36](=[O:38])[N:35]([C:39]2[CH:44]=[CH:43][C:42]([O:45][CH2:46][C:47]3[C:52]([F:53])=[CH:51][C:50]([F:54])=[CH:49][C:48]=3[F:55])=[CH:41][CH:40]=2)[CH2:34]1)=O. Given the product [CH3:6][NH2:7].[CH3:6][NH:7][C:31]([CH:33]1[CH2:37][C:36](=[O:38])[N:35]([C:39]2[CH:44]=[CH:43][C:42]([O:45][CH2:46][C:47]3[C:52]([F:53])=[CH:51][C:50]([F:54])=[CH:49][C:48]=3[F:55])=[CH:41][CH:40]=2)[CH2:34]1)=[O:30], predict the reactants needed to synthesize it. (2) Given the product [Cl:1][C:2]1[C:3]([O:28][C:26]2[CH:25]=[CH:24][C:23]3[B:19]([OH:29])[O:20][CH2:21][C:22]=3[CH:27]=2)=[N:4][C:5]([O:10][CH2:11][CH:12]([O:16][CH3:17])[CH2:13][O:14][CH3:15])=[C:6]([CH:9]=1)[C:7]#[N:8], predict the reactants needed to synthesize it. The reactants are: [Cl:1][C:2]1[C:3](Cl)=[N:4][C:5]([O:10][CH2:11][CH:12]([O:16][CH3:17])[CH2:13][O:14][CH3:15])=[C:6]([CH:9]=1)[C:7]#[N:8].[B:19]1([OH:29])[C:23]2[CH:24]=[CH:25][C:26]([OH:28])=[CH:27][C:22]=2[CH2:21][O:20]1.C([O-])([O-])=O.[Cs+].[Cs+]. (3) Given the product [O:27]=[S:28]1(=[O:30])[CH2:2][CH:3]=[C:4]([C:7]2[CH:12]=[C:11]([F:13])[C:10]([C:14]3[N:19]=[C:18]([C:20]([O:22][CH3:23])=[O:21])[CH:17]=[CH:16][C:15]=3[F:24])=[C:9]([F:25])[CH:8]=2)[CH2:5][CH2:6]1, predict the reactants needed to synthesize it. The reactants are: S1[CH2:6][CH:5]=[C:4]([C:7]2[CH:12]=[C:11]([F:13])[C:10]([C:14]3[N:19]=[C:18]([C:20]([O:22][CH3:23])=[O:21])[CH:17]=[CH:16][C:15]=3[F:24])=[C:9]([F:25])[CH:8]=2)[CH2:3][CH2:2]1.O[O:27][S:28]([O-:30])=O.[K+]. (4) Given the product [CH:1]1[C:10]2[C:5](=[CH:6][CH:7]=[CH:8][CH:9]=2)[CH:4]=[CH:3][C:2]=1[C:11]([NH:13][C@H:14]([C:19]([OH:21])=[O:20])[CH2:15][CH:17]([CH3:18])[CH3:22])=[O:12], predict the reactants needed to synthesize it. The reactants are: [CH:1]1[C:10]2[C:5](=[CH:6][CH:7]=[CH:8][CH:9]=2)[CH:4]=[CH:3][C:2]=1[C:11]([NH:13][C@H:14]([C:19]([OH:21])=[O:20])[C@H:15]([CH2:17][CH3:18])C)=[O:12].[CH3:22]OC(=O)[C@H](CC(C)C)N. (5) Given the product [CH2:10]([N:1]1[CH2:9][CH2:8][CH2:7][CH:3]([C:4]([OH:6])=[O:5])[CH2:2]1)[C:11]1[CH:16]=[CH:15][CH:14]=[CH:13][CH:12]=1, predict the reactants needed to synthesize it. The reactants are: [NH:1]1[CH2:9][CH2:8][CH2:7][CH:3]([C:4]([OH:6])=[O:5])[CH2:2]1.[CH:10](=O)[C:11]1[CH:16]=[CH:15][CH:14]=[CH:13][CH:12]=1. (6) Given the product [C:1]([CH2:3][CH:4]1[CH2:5][CH2:6][N:7]([C:10]([O:12][C:13]([CH3:16])([CH3:15])[CH3:14])=[O:11])[CH2:8][CH2:9]1)#[N:2], predict the reactants needed to synthesize it. The reactants are: [C:1]([CH:3]=[C:4]1[CH2:9][CH2:8][N:7]([C:10]([O:12][C:13]([CH3:16])([CH3:15])[CH3:14])=[O:11])[CH2:6][CH2:5]1)#[N:2].